Dataset: Peptide-MHC class II binding affinity with 134,281 pairs from IEDB. Task: Regression. Given a peptide amino acid sequence and an MHC pseudo amino acid sequence, predict their binding affinity value. This is MHC class II binding data. (1) The peptide sequence is TFTVEKGSNEKHLAV. The MHC is DRB1_0901 with pseudo-sequence DRB1_0901. The binding affinity (normalized) is 0.182. (2) The peptide sequence is DWLNKYSYYPEDPVK. The MHC is HLA-DQA10102-DQB10501 with pseudo-sequence HLA-DQA10102-DQB10501. The binding affinity (normalized) is 0. (3) The peptide sequence is RGGDEALTGFLQYAG. The MHC is DRB1_0101 with pseudo-sequence DRB1_0101. The binding affinity (normalized) is 0.681. (4) The peptide sequence is ATPEAKYDAYVATLS. The MHC is DRB1_0401 with pseudo-sequence DRB1_0401. The binding affinity (normalized) is 0.537.